From a dataset of Forward reaction prediction with 1.9M reactions from USPTO patents (1976-2016). Predict the product of the given reaction. (1) Given the reactants Br[C:2]1[CH:7]=[CH:6][C:5]([C:8](=[C:16]2[CH2:22][CH2:21][CH2:20][CH2:19][CH2:18][CH2:17]2)[C:9]2[CH:14]=[CH:13][C:12]([OH:15])=[CH:11][CH:10]=2)=[C:4]([F:23])[CH:3]=1.[C:24]([O:28][CH2:29][CH3:30])(=[O:27])[CH:25]=[CH2:26].CCN(CC)CC, predict the reaction product. The product is: [CH2:29]([O:28][C:24](=[O:27])[CH:25]=[CH:26][C:2]1[CH:7]=[CH:6][C:5]([C:8](=[C:16]2[CH2:22][CH2:21][CH2:20][CH2:19][CH2:18][CH2:17]2)[C:9]2[CH:14]=[CH:13][C:12]([OH:15])=[CH:11][CH:10]=2)=[C:4]([F:23])[CH:3]=1)[CH3:30]. (2) Given the reactants C(O)(=O)C.Cl.[CH3:6][CH:7]([O:9][C:10]1[CH:17]=[CH:16][C:15]([C:18]2[O:22][N:21]=[C:20]([C:23]3[CH:33]=[CH:32][C:26]4[CH2:27][CH2:28][NH:29][CH2:30][CH2:31][C:25]=4[CH:24]=3)[N:19]=2)=[CH:14][C:11]=1[C:12]#[N:13])[CH3:8].[CH2:34]([OH:39])[CH:35]([OH:38])[CH:36]=O.C(O[BH-](OC(=O)C)OC(=O)C)(=O)C.C(=O)([O-])O.[Na+], predict the reaction product. The product is: [OH:38][CH:35]([CH2:34][OH:39])[CH2:36][N:29]1[CH2:28][CH2:27][C:26]2[CH:32]=[CH:33][C:23]([C:20]3[N:19]=[C:18]([C:15]4[CH:16]=[CH:17][C:10]([O:9][CH:7]([CH3:6])[CH3:8])=[C:11]([CH:14]=4)[C:12]#[N:13])[O:22][N:21]=3)=[CH:24][C:25]=2[CH2:31][CH2:30]1. (3) Given the reactants CC1(C)[N:6](C(OC(C)(C)C)=O)[CH:5]([CH2:14][CH2:15][C:16]2[CH:20]=[CH:19][S:18][CH:17]=2)[CH2:4][O:3]1.Cl, predict the reaction product. The product is: [NH2:6][C@H:5]([CH2:14][CH2:15][C:16]1[CH:20]=[CH:19][S:18][CH:17]=1)[CH2:4][OH:3]. (4) Given the reactants [NH:1](C(OC(C)(C)C)=O)[C@H:2]([C:7](O)=[O:8])[CH2:3][CH:4]([CH3:6])[CH3:5].C(Cl)C[Cl:19].C1C=CC2N(O)N=NC=2C=1.Cl.[NH2:32][C@@H:33]([CH2:45][CH3:46])[CH:34]([C:36]1[O:37][C:38]2[CH:44]=[CH:43][CH:42]=[CH:41][C:39]=2[N:40]=1)[OH:35].CN1CCOCC1, predict the reaction product. The product is: [ClH:19].[O:37]1[C:38]2[CH:44]=[CH:43][CH:42]=[CH:41][C:39]=2[N:40]=[C:36]1[CH:34]([OH:35])[C@@H:33]([NH:32][C:7](=[O:8])[C@@H:2]([NH2:1])[CH2:3][CH:4]([CH3:6])[CH3:5])[CH2:45][CH3:46]. (5) Given the reactants [CH3:1][N:2]([CH3:18])[CH:3]([C:5]1[N:14]=[C:13](O)[C:12]2[CH2:11][C:10]([CH3:17])([CH3:16])[CH2:9][CH2:8][C:7]=2[N:6]=1)[CH3:4].C(Cl)(Cl)[Cl:20], predict the reaction product. The product is: [Cl:20][C:13]1[C:12]2[CH2:11][C:10]([CH3:17])([CH3:16])[CH2:9][CH2:8][C:7]=2[N:6]=[C:5]([CH:3]([N:2]([CH3:18])[CH3:1])[CH3:4])[N:14]=1. (6) Given the reactants [Br:1][C:2]1[CH:3]=[N:4][CH:5]=[C:6]([F:8])[CH:7]=1.C(NC(C)C)(C)C.[Li].[CH3:17][C:18]([CH3:20])=[O:19], predict the reaction product. The product is: [Br:1][C:2]1[CH:3]=[N:4][CH:5]=[C:6]([F:8])[C:7]=1[C:18]([OH:19])([CH3:20])[CH3:17]. (7) Given the reactants Br[C:2]1[C:10]2[C:5](=[CH:6][CH:7]=[C:8]([C:11](=[O:22])[NH:12][CH2:13][CH2:14][CH2:15][N:16]3[CH2:21][CH2:20][O:19][CH2:18][CH2:17]3)[CH:9]=2)[N:4]([C:23]([O:25][C:26]([CH3:29])([CH3:28])[CH3:27])=[O:24])[C:3]=1[C:30]1[C:31]([O:36][CH3:37])=[N:32][CH:33]=[CH:34][CH:35]=1.[C:38]1(B(O)O)[CH:43]=[CH:42][CH:41]=[CH:40][CH:39]=1.C([O-])([O-])=O.[Cs+].[Cs+], predict the reaction product. The product is: [CH3:37][O:36][C:31]1[C:30]([C:3]2[N:4]([C:23]([O:25][C:26]([CH3:28])([CH3:27])[CH3:29])=[O:24])[C:5]3[C:10]([C:2]=2[C:38]2[CH:43]=[CH:42][CH:41]=[CH:40][CH:39]=2)=[CH:9][C:8]([C:11](=[O:22])[NH:12][CH2:13][CH2:14][CH2:15][N:16]2[CH2:17][CH2:18][O:19][CH2:20][CH2:21]2)=[CH:7][CH:6]=3)=[CH:35][CH:34]=[CH:33][N:32]=1.